Dataset: Catalyst prediction with 721,799 reactions and 888 catalyst types from USPTO. Task: Predict which catalyst facilitates the given reaction. (1) Reactant: [CH3:1][C:2]1[CH:7]=[CH:6][C:5]([S:8]([O:11][CH2:12][CH:13]2[CH2:17][C:16]3[CH:18]=[CH:19][CH:20]=[C:21](Br)[C:15]=3[O:14]2)(=[O:10])=[O:9])=[CH:4][CH:3]=1.[CH3:23][C:24]1[CH:29]=[CH:28][CH:27]=[C:26]([CH3:30])[C:25]=1B(O)O.C(=O)([O-])[O-].[K+].[K+].CC1C=CC(S(OCC2CC3C(C4C=CC=CC=4)=CC=CC=3O2)(=O)=O)=CC=1. Product: [CH3:1][C:2]1[CH:7]=[CH:6][C:5]([S:8]([O:11][CH2:12][CH:13]2[CH2:17][C:16]3[CH:18]=[CH:19][CH:20]=[C:21]([C:25]4[C:26]([CH3:30])=[CH:27][CH:28]=[CH:29][C:24]=4[CH3:23])[C:15]=3[O:14]2)(=[O:10])=[O:9])=[CH:4][CH:3]=1. The catalyst class is: 608. (2) Reactant: [Cl:1][C:2]1[CH:3]=[CH:4][C:5]([OH:22])=[C:6]([CH:21]=1)[CH2:7][N:8]1[C:16]2[CH:15]=[CH:14][CH:13]=[C:12]([C:17]([O:19][CH3:20])=[O:18])[C:11]=2[CH:10]=[CH:9]1.C([O-])([O-])=O.[K+].[K+].CC1C=CC(S(O[CH2:40][CH2:41][C:42]2[CH:47]=[CH:46][C:45]([F:48])=[CH:44][C:43]=2[F:49])(=O)=O)=CC=1. Product: [Cl:1][C:2]1[CH:3]=[CH:4][C:5]([O:22][CH2:40][CH2:41][C:42]2[CH:47]=[CH:46][C:45]([F:48])=[CH:44][C:43]=2[F:49])=[C:6]([CH:21]=1)[CH2:7][N:8]1[C:16]2[CH:15]=[CH:14][CH:13]=[C:12]([C:17]([O:19][CH3:20])=[O:18])[C:11]=2[CH:10]=[CH:9]1. The catalyst class is: 3.